Task: Regression. Given a peptide amino acid sequence and an MHC pseudo amino acid sequence, predict their binding affinity value. This is MHC class I binding data.. Dataset: Peptide-MHC class I binding affinity with 185,985 pairs from IEDB/IMGT (1) The peptide sequence is APILVVSGI. The MHC is HLA-A69:01 with pseudo-sequence HLA-A69:01. The binding affinity (normalized) is 0.0847. (2) The peptide sequence is ILSPFLPLL. The MHC is HLA-A68:01 with pseudo-sequence HLA-A68:01. The binding affinity (normalized) is 0. (3) The peptide sequence is VSLCLSDFM. The MHC is H-2-Db with pseudo-sequence H-2-Db. The binding affinity (normalized) is 0.644. (4) The peptide sequence is SLVWAPLILAYF. The MHC is HLA-B27:05 with pseudo-sequence HLA-B27:05. The binding affinity (normalized) is 0. (5) The peptide sequence is TVTMECSPR. The MHC is HLA-A68:01 with pseudo-sequence HLA-A68:01. The binding affinity (normalized) is 0.657. (6) The peptide sequence is VVGADGFGY. The binding affinity (normalized) is 0.0847. The MHC is HLA-A02:16 with pseudo-sequence HLA-A02:16. (7) The peptide sequence is TPNQPSAEF. The MHC is HLA-B54:01 with pseudo-sequence HLA-B54:01. The binding affinity (normalized) is 0.0905.